From a dataset of Forward reaction prediction with 1.9M reactions from USPTO patents (1976-2016). Predict the product of the given reaction. (1) Given the reactants [NH2:1][C:2]1[C:3]([C:7]([O:9][CH3:10])=[O:8])=[N:4][NH:5][CH:6]=1.[N:11]1[CH:16]=[CH:15][CH:14]=[CH:13][C:12]=1[C:17](O)=[O:18].C1C=CC2N(O)N=NC=2C=1.CCN=C=NCCCN(C)C, predict the reaction product. The product is: [N:11]1[CH:16]=[CH:15][CH:14]=[CH:13][C:12]=1[C:17]([NH:1][C:2]1[C:3]([C:7]([O:9][CH3:10])=[O:8])=[N:4][NH:5][CH:6]=1)=[O:18]. (2) Given the reactants [OH:1][C@H:2]1[C@@H:7]([OH:8])[C@H:6]([OH:9])[C@@H:5]([CH2:10][OH:11])[O:4][C@@H:3]1[C:12]#[C:13][C:14]1[CH:26]=[CH:25][C:24]2[C:23]3[C:18](=[CH:19][C:20]([C:27]#[C:28][C@@H:29]4[C@@H:34]([OH:35])[C@@H:33]([OH:36])[C@H:32]([OH:37])[C@@H:31]([CH2:38][OH:39])[O:30]4)=[CH:21][CH:22]=3)[N:17]([CH2:40][C:41]([O:43]CC)=[O:42])[C:16]=2[CH:15]=1.[OH-].[Na+], predict the reaction product. The product is: [OH:1][C@H:2]1[C@@H:7]([OH:8])[C@H:6]([OH:9])[C@@H:5]([CH2:10][OH:11])[O:4][C@@H:3]1[C:12]#[C:13][C:14]1[CH:26]=[CH:25][C:24]2[C:23]3[C:18](=[CH:19][C:20]([C:27]#[C:28][C@@H:29]4[C@@H:34]([OH:35])[C@@H:33]([OH:36])[C@H:32]([OH:37])[C@@H:31]([CH2:38][OH:39])[O:30]4)=[CH:21][CH:22]=3)[N:17]([CH2:40][C:41]([OH:43])=[O:42])[C:16]=2[CH:15]=1.